This data is from Catalyst prediction with 721,799 reactions and 888 catalyst types from USPTO. The task is: Predict which catalyst facilitates the given reaction. (1) Reactant: [O:1]1[CH2:6][CH2:5][N:4]([C:7]2[CH:16]=[CH:15][C:14]3[C:9](=[C:10]([OH:17])[CH:11]=[CH:12][CH:13]=3)[N:8]=2)[CH2:3][CH2:2]1.Br[CH2:19][C:20]([O:22][CH2:23][CH3:24])=[O:21].C([O-])([O-])=O.[K+].[K+]. Product: [O:1]1[CH2:6][CH2:5][N:4]([C:7]2[CH:16]=[CH:15][C:14]3[C:9](=[C:10]([O:17][CH2:19][C:20]([O:22][CH2:23][CH3:24])=[O:21])[CH:11]=[CH:12][CH:13]=3)[N:8]=2)[CH2:3][CH2:2]1. The catalyst class is: 23. (2) Reactant: [F:1][C:2]1[CH:7]=[CH:6][C:5]([S:8]([C@@:11]2([C:16]3[CH:21]=[CH:20][C:19]([C:22]([F:31])([C:27]([F:30])([F:29])[F:28])[C:23]([F:26])([F:25])[F:24])=[CH:18][CH:17]=3)[CH2:15][CH2:14][NH:13][CH2:12]2)(=[O:10])=[O:9])=[CH:4][CH:3]=1.[CH:32]([C:34]1([C:42](O)=[O:43])[CH2:39][CH2:38][S:37](=[O:41])(=[O:40])[CH2:36][CH2:35]1)=[CH2:33].CCN(C(C)C)C(C)C.CN(C(ON1N=NC2C=CC=NC1=2)=[N+](C)C)C.F[P-](F)(F)(F)(F)F. Product: [O:40]=[S:37]1(=[O:41])[CH2:38][CH2:39][C:34]([C:42]([N:13]2[CH2:14][CH2:15][C@@:11]([S:8]([C:5]3[CH:6]=[CH:7][C:2]([F:1])=[CH:3][CH:4]=3)(=[O:9])=[O:10])([C:16]3[CH:17]=[CH:18][C:19]([C:22]([F:31])([C:23]([F:26])([F:25])[F:24])[C:27]([F:28])([F:29])[F:30])=[CH:20][CH:21]=3)[CH2:12]2)=[O:43])([CH:32]=[CH2:33])[CH2:35][CH2:36]1. The catalyst class is: 3.